The task is: Predict the reactants needed to synthesize the given product.. This data is from Full USPTO retrosynthesis dataset with 1.9M reactions from patents (1976-2016). Given the product [C:12]([O:11][C:10](=[O:16])[NH:9][C:7]1[CH:8]=[C:3]([O:2][CH3:1])[CH:4]=[CH:5][C:6]=1[CH2:17][C:27](=[O:28])[C:29]1[CH:33]=[CH:32][S:31][CH:30]=1)([CH3:13])([CH3:14])[CH3:15], predict the reactants needed to synthesize it. The reactants are: [CH3:1][O:2][C:3]1[CH:4]=[CH:5][C:6]([CH3:17])=[C:7]([NH:9][C:10](=[O:16])[O:11][C:12]([CH3:15])([CH3:14])[CH3:13])[CH:8]=1.C([Li])(CC)C.COCN[C:27]([C:29]1[CH:33]=[C:32](C)[S:31][CH:30]=1)=[O:28].Cl.